From a dataset of Forward reaction prediction with 1.9M reactions from USPTO patents (1976-2016). Predict the product of the given reaction. (1) The product is: [CH2:17]([O:16][C:14]([N:6]1[CH2:5][CH2:4][C:13]2[CH:12]=[C:11]([C:38]([F:41])([F:40])[F:39])[S:10][C:9]=2[CH2:8][CH2:7]1)=[O:15])[CH3:18]. Given the reactants C(O[C:4](=O)[CH2:5][N:6]([C:14]([O:16][CH2:17][CH3:18])=[O:15])[CH2:7][CH2:8][C:9]1[S:10][CH:11]=[CH:12][CH:13]=1)C.N1C=CC=CC=1C1C=CC=CN=1.[F-].[K+].C[Si]([C:38]([F:41])([F:40])[F:39])(C)C, predict the reaction product. (2) Given the reactants [CH2:1]([O:8][C:9]1[C:17]2[N:16]=[C:15]([CH3:18])[N:14]([CH2:19][O:20][CH2:21][CH2:22][Si:23]([CH3:26])([CH3:25])[CH3:24])[C:13]=2[CH:12]=[C:11](Br)[CH:10]=1)[C:2]1[CH:7]=[CH:6][CH:5]=[CH:4][CH:3]=1.C1(P(C2C=CC=CC=2)C2C=CC=CC=2)C=CC=CC=1.[CH3:47][NH:48][CH3:49].[C:50](=[O:52])=O, predict the reaction product. The product is: [CH3:47][N:48]([CH3:49])[C:50]([C:11]1[CH:10]=[C:9]([O:8][CH2:1][C:2]2[CH:7]=[CH:6][CH:5]=[CH:4][CH:3]=2)[C:17]2[N:16]=[C:15]([CH3:18])[N:14]([CH2:19][O:20][CH2:21][CH2:22][Si:23]([CH3:26])([CH3:25])[CH3:24])[C:13]=2[CH:12]=1)=[O:52]. (3) Given the reactants [CH3:1][C:2]1[O:6][C:5]([C:7]([NH:9][C:10]([C:13]2[N:19]([CH3:20])[C:17](=[O:18])[C:16]([OH:21])=[C:15]([C:22]([NH:24][CH2:25][C:26]3[CH:27]=[CH:28][C:29]([F:32])=[CH:30][CH:31]=3)=[O:23])[N:14]=2)([CH3:12])[CH3:11])=[O:8])=[N:4][N:3]=1.[OH-].[K+:34], predict the reaction product. The product is: [CH3:1][C:2]1[O:6][C:5]([C:7]([NH:9][C:10]([C:13]2[N:19]([CH3:20])[C:17](=[O:18])[C:16]([O-:21])=[C:15]([C:22]([NH:24][CH2:25][C:26]3[CH:27]=[CH:28][C:29]([F:32])=[CH:30][CH:31]=3)=[O:23])[N:14]=2)([CH3:12])[CH3:11])=[O:8])=[N:4][N:3]=1.[K+:34]. (4) The product is: [CH3:15][N:16]1[C:20]([CH3:21])=[C:19]([NH:22][C:9]([C:4]2[CH:3]=[CH:2][NH:1][N:5]=2)=[O:10])[C:18]([CH3:23])=[N:17]1. Given the reactants [N:1]1[N:5]2[C:9](=[O:10])[C:4]3[N:5]([N:1]=[CH:2][CH:3]=3)[C:9](=[O:10])[C:4]2=[CH:3][CH:2]=1.[CH3:15][N:16]1[C:20]([CH3:21])=[C:19]([NH2:22])[C:18]([CH3:23])=[N:17]1, predict the reaction product. (5) Given the reactants O=[C:2]1[NH:12][CH2:11][CH:10]2[CH2:13][CH:3]1[C:4]1[CH:5]=[CH:6][CH:7]=[CH:8][C:9]=12.[BH4-].[Na+].B(F)(F)F.CCOCC.Cl.O.[C:27]1([CH3:37])[CH:32]=[CH:31][C:30]([S:33]([OH:36])(=[O:35])=[O:34])=[CH:29][CH:28]=1, predict the reaction product. The product is: [S:33]([C:30]1[CH:31]=[CH:32][C:27]([CH3:37])=[CH:28][CH:29]=1)([OH:36])(=[O:35])=[O:34].[CH:3]12[CH2:13][CH:10]([CH2:11][NH:12][CH2:2]1)[C:9]1[CH:8]=[CH:7][CH:6]=[CH:5][C:4]2=1. (6) The product is: [O:4]1[CH2:5][CH2:6][N:1]([C:7]2[CH:15]=[C:11]3[C:10](=[CH:9][CH:8]=2)[N:16]=[C:26]([C:23]2[C:21]4[CH:22]=[CH:17][CH:18]=[CH:19][C:20]=4[S:25][CH:24]=2)[NH:14][C:12]3=[O:13])[CH2:2][CH2:3]1. Given the reactants [N:1]1([C:7]2[CH:8]=[CH:9][C:10]([NH2:16])=[C:11]([CH:15]=2)[C:12]([NH2:14])=[O:13])[CH2:6][CH2:5][O:4][CH2:3][CH2:2]1.[CH:17]1[CH:22]=[C:21]2[C:23]([CH:26]=O)=[CH:24][S:25][C:20]2=[CH:19][CH:18]=1, predict the reaction product.